This data is from Full USPTO retrosynthesis dataset with 1.9M reactions from patents (1976-2016). The task is: Predict the reactants needed to synthesize the given product. The reactants are: [C:1]1(=[O:8])O[C:5](=[O:6])[CH:4]=[C:2]1[CH3:3].Cl.Cl.[CH2:11]([NH:18][NH2:19])[C:12]1[CH:17]=[CH:16][CH:15]=[CH:14][CH:13]=1.C([O-])(=O)C.[K+]. Given the product [CH2:11]([N:18]1[C:5](=[O:6])[CH:4]=[C:2]([CH3:3])[C:1](=[O:8])[NH:19]1)[C:12]1[CH:17]=[CH:16][CH:15]=[CH:14][CH:13]=1, predict the reactants needed to synthesize it.